This data is from NCI-60 drug combinations with 297,098 pairs across 59 cell lines. The task is: Regression. Given two drug SMILES strings and cell line genomic features, predict the synergy score measuring deviation from expected non-interaction effect. (1) Drug 1: CCCS(=O)(=O)NC1=C(C(=C(C=C1)F)C(=O)C2=CNC3=C2C=C(C=N3)C4=CC=C(C=C4)Cl)F. Drug 2: CC1CCC2CC(C(=CC=CC=CC(CC(C(=O)C(C(C(=CC(C(=O)CC(OC(=O)C3CCCCN3C(=O)C(=O)C1(O2)O)C(C)CC4CCC(C(C4)OC)OCCO)C)C)O)OC)C)C)C)OC. Cell line: T-47D. Synergy scores: CSS=17.5, Synergy_ZIP=1.95, Synergy_Bliss=5.93, Synergy_Loewe=-0.852, Synergy_HSA=5.31. (2) Drug 1: C1=NNC2=C1C(=O)NC=N2. Drug 2: COCCOC1=C(C=C2C(=C1)C(=NC=N2)NC3=CC=CC(=C3)C#C)OCCOC.Cl. Cell line: MDA-MB-435. Synergy scores: CSS=-3.90, Synergy_ZIP=0.772, Synergy_Bliss=-0.975, Synergy_Loewe=-5.12, Synergy_HSA=-5.05. (3) Cell line: SK-OV-3. Drug 2: C(CC(=O)O)C(=O)CN.Cl. Drug 1: COC1=NC(=NC2=C1N=CN2C3C(C(C(O3)CO)O)O)N. Synergy scores: CSS=13.3, Synergy_ZIP=-2.43, Synergy_Bliss=-3.36, Synergy_Loewe=-4.34, Synergy_HSA=-2.66. (4) Drug 1: CN(C)N=NC1=C(NC=N1)C(=O)N. Drug 2: C1CN1P(=S)(N2CC2)N3CC3. Cell line: NCIH23. Synergy scores: CSS=28.7, Synergy_ZIP=-8.38, Synergy_Bliss=0.408, Synergy_Loewe=-28.8, Synergy_HSA=1.22. (5) Drug 1: C1CN1P(=S)(N2CC2)N3CC3. Drug 2: CC1=C(C(=O)C2=C(C1=O)N3CC4C(C3(C2COC(=O)N)OC)N4)N. Cell line: PC-3. Synergy scores: CSS=16.5, Synergy_ZIP=-7.97, Synergy_Bliss=-3.47, Synergy_Loewe=-4.90, Synergy_HSA=0.0588. (6) Drug 1: CC1=CC=C(C=C1)C2=CC(=NN2C3=CC=C(C=C3)S(=O)(=O)N)C(F)(F)F. Drug 2: CC1C(C(CC(O1)OC2CC(CC3=C2C(=C4C(=C3O)C(=O)C5=C(C4=O)C(=CC=C5)OC)O)(C(=O)CO)O)N)O.Cl. Cell line: IGROV1. Synergy scores: CSS=34.0, Synergy_ZIP=-2.69, Synergy_Bliss=0.673, Synergy_Loewe=-21.3, Synergy_HSA=1.23. (7) Drug 1: C1=NC(=NC(=O)N1C2C(C(C(O2)CO)O)O)N. Drug 2: CCC1(CC2CC(C3=C(CCN(C2)C1)C4=CC=CC=C4N3)(C5=C(C=C6C(=C5)C78CCN9C7C(C=CC9)(C(C(C8N6C)(C(=O)OC)O)OC(=O)C)CC)OC)C(=O)OC)O.OS(=O)(=O)O. Cell line: SW-620. Synergy scores: CSS=6.56, Synergy_ZIP=-0.504, Synergy_Bliss=2.05, Synergy_Loewe=1.48, Synergy_HSA=0.310. (8) Drug 1: C1=C(C(=O)NC(=O)N1)N(CCCl)CCCl. Drug 2: CC12CCC3C(C1CCC2OP(=O)(O)O)CCC4=C3C=CC(=C4)OC(=O)N(CCCl)CCCl.[Na+]. Cell line: NCI/ADR-RES. Synergy scores: CSS=-0.801, Synergy_ZIP=-6.81, Synergy_Bliss=-10.7, Synergy_Loewe=-24.1, Synergy_HSA=-11.0. (9) Cell line: NCI-H226. Drug 1: COC1=NC(=NC2=C1N=CN2C3C(C(C(O3)CO)O)O)N. Synergy scores: CSS=-0.769, Synergy_ZIP=-1.53, Synergy_Bliss=-3.97, Synergy_Loewe=-5.82, Synergy_HSA=-3.35. Drug 2: C1=CC=C(C=C1)NC(=O)CCCCCCC(=O)NO. (10) Drug 1: C1CCC(C1)C(CC#N)N2C=C(C=N2)C3=C4C=CNC4=NC=N3. Drug 2: C1C(C(OC1N2C=C(C(=O)NC2=O)F)CO)O. Cell line: NCI-H322M. Synergy scores: CSS=16.5, Synergy_ZIP=3.33, Synergy_Bliss=7.53, Synergy_Loewe=-7.23, Synergy_HSA=4.44.